This data is from Forward reaction prediction with 1.9M reactions from USPTO patents (1976-2016). The task is: Predict the product of the given reaction. (1) Given the reactants [CH3:1][N:2]1[C:6]([O:7][C:8]2[CH:13]=[CH:12][CH:11]=[CH:10][CH:9]=2)=[C:5](C(O)=O)[CH:4]=[N:3]1.CC(O)(C)C.CC[N:24](C(C)C)C(C)C.C1(P(N=[N+]=[N-])(C2C=CC=CC=2)=O)C=CC=CC=1, predict the reaction product. The product is: [CH3:1][N:2]1[C:6]([O:7][C:8]2[CH:13]=[CH:12][CH:11]=[CH:10][CH:9]=2)=[C:5]([NH2:24])[CH:4]=[N:3]1. (2) Given the reactants [F:1][C:2]1[CH:7]=[CH:6][C:5]([C:8]2[C:13](/[CH:14]=[CH:15]/[C@@H:16]([OH:21])[CH2:17]C(O)=O)=[C:12]([CH:22]([CH3:24])[CH3:23])[N:11]=[C:10]([N:25]([CH3:30])[S:26]([CH3:29])(=[O:28])=[O:27])[N:9]=2)=[CH:4][CH:3]=1.[K+].[C:32]([O:38][CH3:39])(=[O:37])[CH2:33][C:34]([O-:36])=O.[Cl-].[Mg+2].[Cl-].C(N(CC)CC)C, predict the reaction product. The product is: [F:1][C:2]1[CH:7]=[CH:6][C:5]([C:8]2[C:13](/[CH:14]=[CH:15]/[C@@H:16]([OH:21])[CH2:17][C:34](=[O:36])[CH2:33][C:32]([O:38][CH3:39])=[O:37])=[C:12]([CH:22]([CH3:24])[CH3:23])[N:11]=[C:10]([N:25]([CH3:30])[S:26]([CH3:29])(=[O:28])=[O:27])[N:9]=2)=[CH:4][CH:3]=1. (3) Given the reactants [CH3:1][N:2]1[CH2:7][CH2:6][CH:5]([CH2:8][OH:9])[CH2:4][CH2:3]1.[C:10](=O)([O-:12])[O-:11].[Cs+].[Cs+].[NH2:16][C:17](=[O:60])[C:18]([CH3:59])([CH3:58])[CH2:19][NH:20][C:21]([C@H:23]([CH:55]([CH3:57])[CH3:56])[CH2:24][C@@H:25]1[O:29][CH2:28][N:27]([C:30]([O:32][CH2:33]Cl)=[O:31])[C@H:26]1[CH2:35][C@H:36]([CH2:40][C:41]1[CH:46]=[CH:45][C:44]([O:47][CH3:48])=[C:43]([O:49][CH2:50][CH2:51][CH2:52][O:53][CH3:54])[CH:42]=1)[CH:37]([CH3:39])[CH3:38])=[O:22], predict the reaction product. The product is: [NH2:16][C:17](=[O:60])[C:18]([CH3:59])([CH3:58])[CH2:19][NH:20][C:21]([C@H:23]([CH:55]([CH3:57])[CH3:56])[CH2:24][C@@H:25]1[O:29][CH2:28][N:27]([C:30]([O:32][CH2:33][O:12][C:10]([O:9][CH2:8][CH:5]2[CH2:6][CH2:7][N:2]([CH3:1])[CH2:3][CH2:4]2)=[O:11])=[O:31])[C@H:26]1[CH2:35][C@H:36]([CH2:40][C:41]1[CH:46]=[CH:45][C:44]([O:47][CH3:48])=[C:43]([O:49][CH2:50][CH2:51][CH2:52][O:53][CH3:54])[CH:42]=1)[CH:37]([CH3:39])[CH3:38])=[O:22]. (4) Given the reactants [NH2:1][CH2:2][CH2:3][C:4]#[N:5].Cl[C:7]1[N:12]=[C:11]([O:13][CH3:14])[C:10]([N+:15]([O-:17])=[O:16])=[C:9]([O:18][CH3:19])[N:8]=1, predict the reaction product. The product is: [CH3:19][O:18][C:9]1[C:10]([N+:15]([O-:17])=[O:16])=[C:11]([O:13][CH3:14])[N:12]=[C:7]([NH:5][CH2:4][CH2:3][C:2]#[N:1])[N:8]=1. (5) The product is: [CH2:1]([O:3][C:4](=[O:16])[C:5]([C:8]1[CH:13]=[CH:12][CH:11]=[C:10]([C:14]#[C:15][C:24]2[CH:25]=[CH:26][C:21]([CH2:20][C:19]([O:18][CH3:17])=[O:29])=[C:22]([F:28])[CH:23]=2)[CH:9]=1)([CH3:6])[CH3:7])[CH3:2]. Given the reactants [CH2:1]([O:3][C:4](=[O:16])[C:5]([C:8]1[CH:13]=[CH:12][CH:11]=[C:10]([C:14]#[CH:15])[CH:9]=1)([CH3:7])[CH3:6])[CH3:2].[CH3:17][O:18][C:19](=[O:29])[CH2:20][C:21]1[CH:26]=[CH:25][C:24](I)=[CH:23][C:22]=1[F:28].C(N(CC)CC)C.C(OCC)(=O)C, predict the reaction product. (6) Given the reactants [CH2:1]([O:3][C:4]1[CH:5]=[CH:6][C:7]([NH:15][CH2:16][CH2:17][CH3:18])=[C:8]([CH:14]=1)[C:9]([O:11]CC)=[O:10])[CH3:2].[OH-].[K+], predict the reaction product. The product is: [CH2:1]([O:3][C:4]1[CH:5]=[CH:6][C:7]([NH:15][CH2:16][CH2:17][CH3:18])=[C:8]([CH:14]=1)[C:9]([OH:11])=[O:10])[CH3:2]. (7) The product is: [F:14][C:11]1([F:15])[C:10]2([CH2:16][CH2:17][NH:8][CH2:9]2)[NH:13][CH2:12]1. Given the reactants C(OC([N:8]1[CH2:17][CH2:16][C:10]2([NH:13][CH2:12][C:11]2([F:15])[F:14])[CH2:9]1)=O)(C)(C)C.Cl.O1CCOCC1.Cl.CO, predict the reaction product. (8) Given the reactants Br[C:2]1[C:7]2[NH:8][C:9]3[CH:10]=[CH:11][C:12]([F:15])=[CH:13][C:14]=3[C:6]=2[C:5]([NH:16][CH3:17])=[N:4][CH:3]=1.[Cu][C:19]#[N:20], predict the reaction product. The product is: [F:15][C:12]1[CH:11]=[CH:10][C:9]2[NH:8][C:7]3[C:2]([C:19]#[N:20])=[CH:3][N:4]=[C:5]([NH:16][CH3:17])[C:6]=3[C:14]=2[CH:13]=1.